Predict the reactants needed to synthesize the given product. From a dataset of Retrosynthesis with 50K atom-mapped reactions and 10 reaction types from USPTO. (1) Given the product O=C(Nc1ccc(N2CC3CC2CN3C(=O)Nc2ccccc2Cl)nc1)c1nc(-c2ccccc2)oc1C(F)(F)F, predict the reactants needed to synthesize it. The reactants are: O=C(Nc1ccc(N2CC3CC2CN3)nc1)c1nc(-c2ccccc2)oc1C(F)(F)F.O=C=Nc1ccccc1Cl. (2) Given the product COCCc1nnc(NC(=O)C(c2ccccc2)c2ccccc2)o1, predict the reactants needed to synthesize it. The reactants are: COCCc1nnc(N)o1.O=C(O)C(c1ccccc1)c1ccccc1. (3) Given the product C#Cc1nn(C(c2ccccc2)(c2ccccc2)c2ccccc2)c2ccc([N+](=O)[O-])cc12, predict the reactants needed to synthesize it. The reactants are: C[Si](C)(C)C#Cc1nn(C(c2ccccc2)(c2ccccc2)c2ccccc2)c2ccc([N+](=O)[O-])cc12. (4) Given the product COc1cnc2c(NCc3nnc4ccc(-c5ccc(C(C)O)c(Cl)c5)nn34)ccnc2c1, predict the reactants needed to synthesize it. The reactants are: CC(O)c1ccc(B2OC(C)(C)C(C)(C)O2)cc1Cl.COc1cnc2c(NCc3nnc4ccc(Cl)nn34)ccnc2c1. (5) Given the product O=C(N[C@@H](Cc1c[nH]c2ccccc12)C(=O)N(Cc1ccccc1)C1CCCCC1)OCC1c2ccccc2-c2ccccc21, predict the reactants needed to synthesize it. The reactants are: O=C(N[C@@H](Cc1c[nH]c2ccccc12)C(=O)O)OCC1c2ccccc2-c2ccccc21.c1ccc(CNC2CCCCC2)cc1. (6) Given the product NCCNC(=O)c1ncccc1Oc1ccccc1, predict the reactants needed to synthesize it. The reactants are: CC(C)(C)OC(=O)NCCNC(=O)c1ncccc1Oc1ccccc1.